This data is from Full USPTO retrosynthesis dataset with 1.9M reactions from patents (1976-2016). The task is: Predict the reactants needed to synthesize the given product. (1) The reactants are: [N+:1]([O-:4])(O)=[O:2].[CH3:5][O:6][C:7](=[O:20])[C:8]1[CH:13]=[CH:12][C:11]([Cl:14])=[N:10][C:9]=1[O:15][CH2:16][CH:17]([F:19])[F:18]. Given the product [CH3:5][O:6][C:7](=[O:20])[C:8]1[CH:13]=[C:12]([N+:1]([O-:4])=[O:2])[C:11]([Cl:14])=[N:10][C:9]=1[O:15][CH2:16][CH:17]([F:19])[F:18], predict the reactants needed to synthesize it. (2) Given the product [Cl:1][C:2]1[CH:7]=[CH:6][CH:5]=[CH:4][C:3]=1[C:8]1[C:12]([C:13]2[N:17]=[CH:16][NH:15][N:14]=2)=[CH:11][N:10]([C:26]2[CH:31]=[CH:30][N:29]=[C:28]([NH:32][C:33](=[O:35])[CH3:34])[CH:27]=2)[N:9]=1, predict the reactants needed to synthesize it. The reactants are: [Cl:1][C:2]1[CH:7]=[CH:6][CH:5]=[CH:4][C:3]=1[C:8]1[C:12]([C:13]2[N:17]=[CH:16][N:15](COCC[Si](C)(C)C)[N:14]=2)=[CH:11][N:10]([C:26]2[CH:31]=[CH:30][N:29]=[C:28]([NH:32][C:33](=[O:35])[CH3:34])[CH:27]=2)[N:9]=1.C(O)(C(F)(F)F)=O. (3) Given the product [Br:1][C:2]1[CH:11]=[CH:10][C:5]([C:6]2[O:7][CH:12]=[N:9][N:8]=2)=[CH:4][CH:3]=1, predict the reactants needed to synthesize it. The reactants are: [Br:1][C:2]1[CH:11]=[CH:10][C:5]([C:6]([NH:8][NH2:9])=[O:7])=[CH:4][CH:3]=1.[CH:12](OCC)(OCC)OCC. (4) Given the product [OH:4][CH2:5][C:6]1[S:7][C:8]2[C:13]([C:14](=[O:17])[C:15]=1[I:16])=[CH:12][CH:11]=[CH:10][CH:9]=2, predict the reactants needed to synthesize it. The reactants are: C([O:4][CH2:5][C:6]1[S:7][C:8]2[C:13]([C:14](=[O:17])[C:15]=1[I:16])=[CH:12][CH:11]=[CH:10][CH:9]=2)(=O)C.C(=O)([O-])[O-].[K+].[K+].[Cl-].[NH4+].